From a dataset of Full USPTO retrosynthesis dataset with 1.9M reactions from patents (1976-2016). Predict the reactants needed to synthesize the given product. (1) Given the product [C:1]([O:5][C:6]([N:8]([CH3:13])[CH:9]1[CH2:10][N:11]([C:15]2[S:16][C:17]([C:21]([O:23][CH2:24][CH3:25])=[O:22])=[C:18]([CH3:20])[N:19]=2)[CH2:12]1)=[O:7])([CH3:4])([CH3:3])[CH3:2], predict the reactants needed to synthesize it. The reactants are: [C:1]([O:5][C:6]([N:8]([CH3:13])[CH:9]1[CH2:12][NH:11][CH2:10]1)=[O:7])([CH3:4])([CH3:3])[CH3:2].Br[C:15]1[S:16][C:17]([C:21]([O:23][CH2:24][CH3:25])=[O:22])=[C:18]([CH3:20])[N:19]=1.C(N(C(C)C)CC)(C)C. (2) Given the product [CH3:19][C:18]1[O:17][N:16]=[C:15]([C:20]2[CH:25]=[CH:24][CH:23]=[CH:22][CH:21]=2)[C:14]=1[C:12]1[N:13]=[C:7]2[CH:6]=[C:5]([C:3]([OH:4])=[O:2])[CH:10]=[CH:9][N:8]2[CH:11]=1, predict the reactants needed to synthesize it. The reactants are: C[O:2][C:3]([C:5]1[CH:10]=[CH:9][N:8]2[CH:11]=[C:12]([C:14]3[C:15]([C:20]4[CH:25]=[CH:24][CH:23]=[CH:22][CH:21]=4)=[N:16][O:17][C:18]=3[CH3:19])[N:13]=[C:7]2[CH:6]=1)=[O:4].O.[OH-].[Li+]. (3) Given the product [OH2:8].[CH:2]1[CH:3]=[C:4]2[C:11]([C:10]3[S:13][C:14]([C:19]#[N:20])=[C:15]([C:17]#[N:18])[S:16][C:9]=3[C:7](=[O:8])[C:5]2=[CH:6][CH:1]=1)=[O:12], predict the reactants needed to synthesize it. The reactants are: [CH:1]1[CH:6]=[C:5]2[C:7]([C:9]3[S:16][C:15]([C:17]#[N:18])=[C:14]([C:19]#[N:20])[S:13][C:10]=3[C:11](=[O:12])[C:4]2=[CH:3][CH:2]=1)=[O:8].C(S([O-])(=O)=O)CCCCCCCCCCC.[Na+].S([O-])([O-])(=O)=O.[NH4+].[NH4+].C(=O)([O-])[O-].[Ca+2]. (4) Given the product [CH2:1]([C@@H:7]1[CH2:16][CH2:15][C:14]2[CH:13]=[C:12]([CH:25]3[CH2:26][CH2:27][C:23](=[O:28])[CH2:24]3)[CH:11]=[CH:10][C:9]=2[CH2:8]1)[CH2:2][CH2:3][CH2:4][CH2:5][CH3:6], predict the reactants needed to synthesize it. The reactants are: [CH2:1]([C@@H:7]1[CH2:16][CH2:15][C:14]2[C:9](=[CH:10][CH:11]=[C:12](I)[CH:13]=2)[CH2:8]1)[CH2:2][CH2:3][CH2:4][CH2:5][CH3:6].C([O-])(=O)C.[K+].[CH:23]1([OH:28])[CH2:27][CH2:26][CH:25]=[CH:24]1.